This data is from Peptide-MHC class II binding affinity with 134,281 pairs from IEDB. The task is: Regression. Given a peptide amino acid sequence and an MHC pseudo amino acid sequence, predict their binding affinity value. This is MHC class II binding data. (1) The peptide sequence is FKTFEAAFTSSSKAA. The MHC is HLA-DQA10501-DQB10201 with pseudo-sequence HLA-DQA10501-DQB10201. The binding affinity (normalized) is 0.255. (2) The peptide sequence is NRWLFRHLAREKNPR. The MHC is DRB5_0101 with pseudo-sequence DRB5_0101. The binding affinity (normalized) is 1.00. (3) The peptide sequence is QVQLVESGGGVVQPG. The MHC is HLA-DQA10102-DQB10602 with pseudo-sequence HLA-DQA10102-DQB10602. The binding affinity (normalized) is 0.345. (4) The peptide sequence is AQLGYTIRQLERLLQ. The MHC is HLA-DPA10103-DPB10401 with pseudo-sequence HLA-DPA10103-DPB10401. The binding affinity (normalized) is 0.421. (5) The peptide sequence is AFKVEATAANAAPAN. The MHC is DRB1_0802 with pseudo-sequence DRB1_0802. The binding affinity (normalized) is 0.764.